This data is from Forward reaction prediction with 1.9M reactions from USPTO patents (1976-2016). The task is: Predict the product of the given reaction. (1) Given the reactants [Cl-:1].[OH:2][CH2:3][P+:4]([CH2:9][OH:10])([CH2:7][OH:8])[CH2:5][OH:6].C(O)(C)C, predict the reaction product. The product is: [OH:2][CH2:3][P:4]([CH2:7][OH:8])[CH2:5][OH:6].[Cl-:1].[OH:2][CH2:3][P+:4]([CH2:9][OH:10])([CH2:7][OH:8])[CH2:5][OH:6]. (2) Given the reactants [Cl:1][C:2]1[C:11]2[C:6](=[CH:7][CH:8]=[C:9]([OH:12])[CH:10]=2)[N:5]=[CH:4][N:3]=1.C1(P(C2C=CC=CC=2)C2C=CC=CC=2)C=CC=CC=1.[C:32]([O:36][C:37]([N:39]1[CH2:44][CH2:43][CH:42](O)[CH2:41][CH2:40]1)=[O:38])([CH3:35])([CH3:34])[CH3:33].CC(OC(/N=N/C(OC(C)C)=O)=O)C, predict the reaction product. The product is: [Cl:1][C:2]1[C:11]2[C:6](=[CH:7][CH:8]=[C:9]([O:12][CH:42]3[CH2:43][CH2:44][N:39]([C:37]([O:36][C:32]([CH3:35])([CH3:34])[CH3:33])=[O:38])[CH2:40][CH2:41]3)[CH:10]=2)[N:5]=[CH:4][N:3]=1. (3) Given the reactants [Br:1][C:2]1[CH:10]=[C:9]2[C:5]([CH:6]=[CH:7][NH:8]2)=[CH:4][CH:3]=1.[H-].[Na+].[CH3:13]N(C=O)C, predict the reaction product. The product is: [Br:1][C:2]1[CH:10]=[C:9]2[C:5]([CH:6]=[CH:7][N:8]2[CH3:13])=[CH:4][CH:3]=1. (4) The product is: [CH3:30][N:31]1[CH:35]=[C:34]([CH3:36])[C:33]([C:37]([NH:23][C:14]2[CH:15]=[C:16]([Sn:19]([CH3:20])([CH3:22])[CH3:21])[CH:17]=[C:18]3[C:13]=2[CH:12]=[N:11][N:10]3[S:7]([C:1]2[CH:2]=[CH:3][CH:4]=[CH:5][CH:6]=2)(=[O:9])=[O:8])=[O:38])=[N:32]1. Given the reactants [C:1]1([S:7]([N:10]2[C:18]3[CH:17]=[C:16]([Sn:19]([CH3:22])([CH3:21])[CH3:20])[CH:15]=[C:14]([NH2:23])[C:13]=3[CH:12]=[N:11]2)(=[O:9])=[O:8])[CH:6]=[CH:5][CH:4]=[CH:3][CH:2]=1.N1C=CC=CC=1.[CH3:30][N:31]1[CH:35]=[C:34]([CH3:36])[C:33]([C:37](Cl)=[O:38])=[N:32]1.C(=O)(O)[O-].[Na+], predict the reaction product.